Predict which catalyst facilitates the given reaction. From a dataset of Catalyst prediction with 721,799 reactions and 888 catalyst types from USPTO. (1) Reactant: CC1[CH:3]=[C:4]2[C:12](=[CH:13][CH:14]=1)[NH:11][C:10]1[CH:9]([C:15]3[CH:20]=[CH:19][CH:18]=[C:17]([OH:21])[CH:16]=3)NCC[C:5]2=1.CC[N:24]([CH2:27][CH3:28])[CH2:25][CH3:26].[Br:29][CH2:30][C:31](Br)=[O:32]. Product: [Br:29][CH2:30][C:31]([N:24]1[CH2:25][CH2:26][C:3]2[C:4]3[C:12](=[CH:13][CH:14]=[C:10]([CH2:9][C:15]4[CH:20]=[CH:19][CH:18]=[C:17]([OH:21])[CH:16]=4)[CH:5]=3)[NH:11][C:28]=2[CH2:27]1)=[O:32]. The catalyst class is: 1. (2) Reactant: [C:1]([C:4]1[C:5](=O)[NH:6][C:7](=[O:10])[NH:8][CH:9]=1)(=[O:3])[CH3:2].[C:12](=[O:15])([O-])[O-].[K+].[K+].[CH2:18](Br)[C:19]1[CH:24]=[CH:23][CH:22]=[CH:21][CH:20]=1. Product: [C:1]([C:4]1[C:12](=[O:15])[N:8]([CH2:9][C:19]2[CH:24]=[CH:23][CH:22]=[CH:21][CH:20]=2)[C:7](=[O:10])[N:6]([CH2:18][C:19]2[CH:24]=[CH:23][CH:22]=[CH:21][CH:20]=2)[CH:5]=1)(=[O:3])[CH3:2]. The catalyst class is: 3. (3) Reactant: [CH2:1]([SH:8])[C:2]1[CH:7]=[CH:6][CH:5]=[CH:4][CH:3]=1.[OH-].[Na+].[Br:11][C:12]1[CH:17]=[CH:16][C:15]([C:18](=[O:33])/[CH:19]=[C:20](\[C:25]2[CH:30]=[C:29]([Cl:31])[CH:28]=[C:27]([Cl:32])[CH:26]=2)/[C:21]([F:24])([F:23])[F:22])=[CH:14][C:13]=1[CH3:34]. Product: [CH2:1]([S:8][C:20]([C:25]1[CH:26]=[C:27]([Cl:32])[CH:28]=[C:29]([Cl:31])[CH:30]=1)([C:21]([F:22])([F:23])[F:24])[CH2:19][C:18]([C:15]1[CH:16]=[CH:17][C:12]([Br:11])=[C:13]([CH3:34])[CH:14]=1)=[O:33])[C:2]1[CH:7]=[CH:6][CH:5]=[CH:4][CH:3]=1. The catalyst class is: 7. (4) Reactant: [C:1]([O:5][C:6]([NH:8][C@@H:9]([CH2:13][CH2:14][CH2:15][N:16]1[CH2:21][CH2:20][CH2:19][CH2:18][CH2:17]1)[C:10]([OH:12])=O)=[O:7])([CH3:4])([CH3:3])[CH3:2].[CH2:22]([NH2:29])[C:23]1[CH:28]=[CH:27][CH:26]=[CH:25][CH:24]=1.O.ON1C2C=CC=CC=2N=N1.C1(N=C=NC2CCCCC2)CCCCC1. The catalyst class is: 2. Product: [CH2:22]([NH:29][C:10](=[O:12])[C@@H:9]([NH:8][C:6]([O:5][C:1]([CH3:2])([CH3:3])[CH3:4])=[O:7])[CH2:13][CH2:14][CH2:15][N:16]1[CH2:21][CH2:20][CH2:19][CH2:18][CH2:17]1)[C:23]1[CH:28]=[CH:27][CH:26]=[CH:25][CH:24]=1. (5) Reactant: [Cl:1][C:2]1[C:3]2[CH:11]=[CH:10][N:9]([C:12]3[CH:17]=[CH:16][C:15]([CH3:18])=[CH:14][C:13]=3[CH3:19])[C:4]=2[C:5](=[O:8])[NH:6][N:7]=1.[CH2:20](I)[CH3:21].C(=O)([O-])[O-].[K+].[K+].CN(C=O)C. Product: [Cl:1][C:2]1[C:3]2[CH:11]=[CH:10][N:9]([C:12]3[CH:17]=[CH:16][C:15]([CH3:18])=[CH:14][C:13]=3[CH3:19])[C:4]=2[C:5](=[O:8])[N:6]([CH2:20][CH3:21])[N:7]=1. The catalyst class is: 6. (6) Reactant: [C:1]([C:5]1[C:9]([C:10]#[N:11])=[C:8]([C:12]2[NH:31][C:15]3[C:16]([Cl:30])=[N:17][C:18]([C:20]4[CH:25]=[CH:24][CH:23]=[CH:22][C:21]=4[C:26]([F:29])([F:28])[F:27])=[CH:19][C:14]=3[N:13]=2)[N:7]([CH3:32])[N:6]=1)([CH3:4])([CH3:3])[CH3:2].Cl.CCOCC. Product: [ClH:30].[C:1]([C:5]1[C:9]([C:10]#[N:11])=[C:8]([C:12]2[NH:31][C:15]3[C:16]([Cl:30])=[N:17][C:18]([C:20]4[CH:25]=[CH:24][CH:23]=[CH:22][C:21]=4[C:26]([F:28])([F:29])[F:27])=[CH:19][C:14]=3[N:13]=2)[N:7]([CH3:32])[N:6]=1)([CH3:4])([CH3:2])[CH3:3]. The catalyst class is: 25. (7) Reactant: [O:1]1[CH:5]=[CH:4][CH:3]=[C:2]1[C:6]1[N:10]([C:11]2[N:16]=[C:15]([C:17]#[N:18])[CH:14]=[CH:13][CH:12]=2)[N:9]=[C:8]([C:19]([F:22])([F:21])[F:20])[CH:7]=1. Product: [O:1]1[CH:5]=[CH:4][CH:3]=[C:2]1[C:6]1[N:10]([C:11]2[N:16]=[C:15]([CH2:17][NH2:18])[CH:14]=[CH:13][CH:12]=2)[N:9]=[C:8]([C:19]([F:21])([F:20])[F:22])[CH:7]=1. The catalyst class is: 1. (8) Product: [OH:1][CH:2]([CH2:5][N:48]1[N:47]=[N:46][CH:41]=[N:40]1)[CH2:3][NH:4][C:12]([C:11]1[C:7]([CH3:31])=[C:8](/[CH:15]=[C:16]2\[C:17](=[O:30])[NH:18][C:19]3[C:24]\2=[CH:23][C:22]([O:25][C:26]([F:27])([F:29])[F:28])=[CH:21][CH:20]=3)[NH:9][C:10]=1[CH3:56])=[O:14]. The catalyst class is: 618. Reactant: [OH:1][CH:2]([CH3:5])[CH2:3][NH2:4].C[C:7]1([CH3:31])[C:11]([C:12]([OH:14])=O)=[CH:10][NH:9][CH:8]1/[CH:15]=[C:16]1\[C:17](=[O:30])[NH:18][C:19]2[C:24]\1=[CH:23][C:22]([O:25][C:26]([F:29])([F:28])[F:27])=[CH:21][CH:20]=2.CN(C(O[N:40]1[N:48]=[N:47]C2C=CC=[N:46][C:41]1=2)=[N+](C)C)C.F[P-](F)(F)(F)(F)F.[CH3:56]CN(C(C)C)C(C)C. (9) Reactant: [OH-].[Na+].[CH3:3][O:4][C:5]1[CH:6]=[C:7]([C:15]([O:17][CH3:18])=[O:16])[CH:8]=[C:9]([CH:14]=1)[C:10]([O:12]C)=[O:11]. Product: [CH3:3][O:4][C:5]1[CH:14]=[C:9]([CH:8]=[C:7]([C:15]([O:17][CH3:18])=[O:16])[CH:6]=1)[C:10]([OH:12])=[O:11]. The catalyst class is: 92.